From a dataset of Catalyst prediction with 721,799 reactions and 888 catalyst types from USPTO. Predict which catalyst facilitates the given reaction. The catalyst class is: 590. Product: [Br:1][C:2]1[CH:3]=[CH:4][CH:5]=[C:6]2[C:15]=1[S:14][C:13]1[CH:12]=[CH:11][C:10]([NH:17][C@@H:18]3[CH2:23][CH2:22][CH2:21][CH2:20][C@H:19]3[NH:24][C:25](=[O:31])[O:26][C:27]([CH3:29])([CH3:28])[CH3:30])=[CH:9][C:8]=1[S:7]2. Reactant: [Br:1][C:2]1[C:15]2[S:14][C:13]3[C:8](=[CH:9][C:10](I)=[CH:11][CH:12]=3)[S:7][C:6]=2[CH:5]=[CH:4][CH:3]=1.[NH2:17][C@@H:18]1[CH2:23][CH2:22][CH2:21][CH2:20][C@H:19]1[NH:24][C:25](=[O:31])[O:26][C:27]([CH3:30])([CH3:29])[CH3:28].C(=O)([O-])[O-].[Cs+].[Cs+].C(C1CCCCC1=O)(=O)C(C)C.[Cl-].[Na+].